The task is: Predict the reactants needed to synthesize the given product.. This data is from Full USPTO retrosynthesis dataset with 1.9M reactions from patents (1976-2016). (1) Given the product [CH:12]([O:11][C:4]1[CH:3]=[C:2]([N:21]2[CH2:22][CH2:23][N:18]([C:15](=[O:17])[CH3:16])[CH2:19][CH2:20]2)[CH:7]=[CH:6][C:5]=1[N+:8]([O-:10])=[O:9])([CH3:14])[CH3:13], predict the reactants needed to synthesize it. The reactants are: F[C:2]1[CH:7]=[CH:6][C:5]([N+:8]([O-:10])=[O:9])=[C:4]([O:11][CH:12]([CH3:14])[CH3:13])[CH:3]=1.[C:15]([N:18]1[CH2:23][CH2:22][NH:21][CH2:20][CH2:19]1)(=[O:17])[CH3:16].C(=O)([O-])[O-].[K+].[K+]. (2) Given the product [C:29]([O:33][C:34]([N:20]1[C:21]2[C:26](=[CH:25][CH:24]=[C:23]([Cl:27])[CH:22]=2)/[C:18](=[CH:17]/[C:4]2[CH:3]=[C:2]([Cl:1])[CH:16]=[CH:15][C:5]=2[O:6][CH2:7][C:8]2([C:13]#[N:14])[CH2:12][CH2:11][CH2:10][CH2:9]2)/[C:19]1=[O:28])=[O:35])([CH3:32])([CH3:31])[CH3:30], predict the reactants needed to synthesize it. The reactants are: [Cl:1][C:2]1[CH:16]=[CH:15][C:5]([O:6][CH2:7][C:8]2([C:13]#[N:14])[CH2:12][CH2:11][CH2:10][CH2:9]2)=[C:4](/[CH:17]=[C:18]2\[C:19](=[O:28])[NH:20][C:21]3[C:26]\2=[CH:25][CH:24]=[C:23]([Cl:27])[CH:22]=3)[CH:3]=1.[C:29]([O:33][C:34](O[C:34]([O:33][C:29]([CH3:32])([CH3:31])[CH3:30])=[O:35])=[O:35])([CH3:32])([CH3:31])[CH3:30]. (3) Given the product [NH2:16][C:10]1[O:11][CH2:12][C:13]([F:14])([F:15])[C@:8]([C:6]2[CH:7]=[C:2]([NH:1][C:26]([C:23]3[C:22]([CH3:29])=[CH:21][C:20]([Cl:19])=[CH:25][N:24]=3)=[O:27])[CH:3]=[CH:4][C:5]=2[F:18])([CH3:17])[N:9]=1, predict the reactants needed to synthesize it. The reactants are: [NH2:1][C:2]1[CH:3]=[CH:4][C:5]([F:18])=[C:6]([C@:8]2([CH3:17])[C:13]([F:15])([F:14])[CH2:12][O:11][C:10]([NH2:16])=[N:9]2)[CH:7]=1.[Cl:19][C:20]1[CH:21]=[C:22]([CH3:29])[C:23]([C:26](O)=[O:27])=[N:24][CH:25]=1.